This data is from Reaction yield outcomes from USPTO patents with 853,638 reactions. The task is: Predict the reaction yield, written as a fraction of the theoretical maximum amount of product (1.0 means a 100% yield; for example, 0.34 means a 34% yield). (1) The reactants are [F:1][C:2]1[CH:35]=[CH:34][CH:33]=[C:32]([F:36])[C:3]=1[C:4]([NH:6][C:7]1[C:8]([C:18]2[NH:19][C:20]([C:25]3[CH:30]=[CH:29][C:28]([F:31])=[CH:27][CH:26]=3)=[C:21]([CH:23]=O)[N:22]=2)=[N:9][N:10]([CH:12]2[CH2:17][CH2:16][CH2:15][CH2:14][O:13]2)[CH:11]=1)=[O:5].C(O[BH-](OC(=O)C)OC(=O)C)(=O)C.[Na+].C(O)(=O)C.[CH3:55][O:56][CH2:57][CH2:58][NH2:59]. The catalyst is ClCCl. The product is [F:36][C:32]1[CH:33]=[CH:34][CH:35]=[C:2]([F:1])[C:3]=1[C:4]([NH:6][C:7]1[C:8]([C:18]2[NH:19][C:20]([C:25]3[CH:30]=[CH:29][C:28]([F:31])=[CH:27][CH:26]=3)=[C:21]([CH2:23][NH:59][CH2:58][CH2:57][O:56][CH3:55])[N:22]=2)=[N:9][N:10]([CH:12]2[CH2:17][CH2:16][CH2:15][CH2:14][O:13]2)[CH:11]=1)=[O:5]. The yield is 0.790. (2) The reactants are [Cl:1][C:2]1[CH:7]=[C:6](I)[CH:5]=[C:4]([Cl:9])[N:3]=1.CC1(C)C(C)(C)OB([C:18]2[CH2:19][N:20]([C:23]([O:25][C:26]([CH3:29])([CH3:28])[CH3:27])=[O:24])[CH2:21][CH:22]=2)O1.C(=O)([O-])[O-].[K+].[K+]. The catalyst is O1CCOCC1.O. The product is [Cl:1][C:2]1[CH:7]=[C:6]([C:22]2[CH2:21][N:20]([C:23]([O:25][C:26]([CH3:29])([CH3:28])[CH3:27])=[O:24])[CH2:19][CH:18]=2)[CH:5]=[C:4]([Cl:9])[N:3]=1. The yield is 0.528. (3) The reactants are C([Si](C)(C)[O:6][C:7]1([CH:10]2[N:15]([S:16]([C:19]3[CH:24]=[CH:23][C:22]([Cl:25])=[CH:21][CH:20]=3)(=[O:18])=[O:17])[CH:14]([C:26]3[CH:27]=[N:28][CH:29]=[CH:30][CH:31]=3)[CH2:13][CH2:12][CH2:11]2)[CH2:9][CH2:8]1)(C)(C)C.CCCC[N+](CCCC)(CCCC)CCCC.[F-]. The catalyst is C1COCC1. The product is [Cl:25][C:22]1[CH:21]=[CH:20][C:19]([S:16]([N:15]2[CH:10]([C:7]3([OH:6])[CH2:9][CH2:8]3)[CH2:11][CH2:12][CH2:13][CH:14]2[C:26]2[CH:27]=[N:28][CH:29]=[CH:30][CH:31]=2)(=[O:18])=[O:17])=[CH:24][CH:23]=1. The yield is 0.890. (4) The reactants are [CH:1]1([OH:15])[CH2:14][CH2:13][CH2:12][CH2:11][CH2:10][CH2:9][CH2:8][CH2:7][CH2:6][CH2:5][CH2:4][CH2:3][CH2:2]1.[C:16]([O:19][CH:20]1[CH:25]([N:26]([CH3:28])[CH3:27])[CH2:24][CH:23]([CH3:29])[O:22][CH:21]1F)(=[O:18])[CH3:17].B(F)(F)F.CCOCC. The catalyst is C(OCC)(=O)C. The product is [C:16]([O:19][CH:20]1[CH:25]([N:26]([CH3:27])[CH3:28])[CH2:24][CH:23]([CH3:29])[O:22][CH:21]1[O:15][CH:1]1[CH2:14][CH2:13][CH2:12][CH2:11][CH2:10][CH2:9][CH2:8][CH2:7][CH2:6][CH2:5][CH2:4][CH2:3][CH2:2]1)(=[O:18])[CH3:17]. The yield is 0.640.